This data is from Reaction yield outcomes from USPTO patents with 853,638 reactions. The task is: Predict the reaction yield, written as a fraction of the theoretical maximum amount of product (1.0 means a 100% yield; for example, 0.34 means a 34% yield). (1) The reactants are C(O)(C(F)(F)F)=O.O.[NH2:9][C:10]1[N:18]=[CH:17][N:16]=[C:15]2[C:11]=1[N:12]=[CH:13][N:14]2[C@H:19]1[C@@H:23]2[O:24]C(C)(C)[O:26][C@@H:22]2[C@@H:21]([CH2:29][NH:30][C:31](=[O:61])[CH2:32][CH2:33][CH2:34][CH2:35][CH2:36][NH:37][C:38](=[O:60])[CH2:39][CH2:40][CH2:41][CH2:42][CH2:43][NH:44][C:45](=[O:59])[CH2:46][CH2:47][CH2:48][CH2:49][C@H:50]2[C@@H:57]3[C@@H:53]([NH:54][C:55](=[O:58])[NH:56]3)[CH2:52][S:51]2)[O:20]1. No catalyst specified. The product is [NH2:9][C:10]1[N:18]=[CH:17][N:16]=[C:15]2[C:11]=1[N:12]=[CH:13][N:14]2[C@@H:19]1[O:20][C@H:21]([CH2:29][NH:30][C:31](=[O:61])[CH2:32][CH2:33][CH2:34][CH2:35][CH2:36][NH:37][C:38](=[O:60])[CH2:39][CH2:40][CH2:41][CH2:42][CH2:43][NH:44][C:45](=[O:59])[CH2:46][CH2:47][CH2:48][CH2:49][C@H:50]2[C@@H:57]3[C@@H:53]([NH:54][C:55](=[O:58])[NH:56]3)[CH2:52][S:51]2)[C@@H:22]([OH:26])[C@H:23]1[OH:24]. The yield is 0.696. (2) The reactants are C[O:2][C:3]1[CH:4]=[C:5]([C:9]2[N:13]([C:14]3[CH:19]=[C:18]([C:20]([OH:22])=[O:21])[CH:17]=[CH:16][N:15]=3)[N:12]=[CH:11][CH:10]=2)[CH:6]=[CH:7][CH:8]=1.B(Br)(Br)Br. The catalyst is C(Cl)Cl. The product is [OH:2][C:3]1[CH:4]=[C:5]([C:9]2[N:13]([C:14]3[CH:19]=[C:18]([CH:17]=[CH:16][N:15]=3)[C:20]([OH:22])=[O:21])[N:12]=[CH:11][CH:10]=2)[CH:6]=[CH:7][CH:8]=1. The yield is 0.350. (3) The product is [Cl:29][C:30]1[CH:35]=[CH:34][C:33]([C@@H:36]([NH:38][C:24]([C:20]2[N:21]([CH3:23])[CH:22]=[C:18]([NH:17][C:15]([C:10]3[C:9]([C:6]4[CH:7]=[CH:8][C:3]([C:2]([F:1])([F:27])[F:28])=[CH:4][CH:5]=4)=[CH:14][CH:13]=[CH:12][CH:11]=3)=[O:16])[CH:19]=2)=[O:26])[CH3:37])=[CH:32][CH:31]=1. The catalyst is O1CCCC1.ClCCl.C(O)C.C(N(CC)CC)C. The yield is 0.770. The reactants are [F:1][C:2]([F:28])([F:27])[C:3]1[CH:8]=[CH:7][C:6]([C:9]2[C:10]([C:15]([NH:17][C:18]3[CH:19]=[C:20]([C:24]([OH:26])=O)[N:21]([CH3:23])[CH:22]=3)=[O:16])=[CH:11][CH:12]=[CH:13][CH:14]=2)=[CH:5][CH:4]=1.[Cl:29][C:30]1[CH:35]=[CH:34][C:33]([C@H:36]([NH2:38])[CH3:37])=[CH:32][CH:31]=1.CN(C(ON1N=NC2C=CC=CC1=2)=[N+](C)C)C.[B-](F)(F)(F)F.ClCl. (4) The reactants are [F:1][C:2]([F:28])([F:27])[C:3]1[CH:4]=[C:5]([C:9]2[N:10]=[C:11]([CH:14]3[CH2:19][CH2:18][N:17]([C:20]([O:22][C:23]([CH3:26])([CH3:25])[CH3:24])=[O:21])[CH2:16][CH2:15]3)[NH:12][CH:13]=2)[CH:6]=[CH:7][CH:8]=1.[CH2:29](OCC)C.[H-].[Na+].CI. The catalyst is C1COCC1. The product is [CH3:29][N:12]1[CH:13]=[C:9]([C:5]2[CH:6]=[CH:7][CH:8]=[C:3]([C:2]([F:27])([F:1])[F:28])[CH:4]=2)[N:10]=[C:11]1[CH:14]1[CH2:19][CH2:18][N:17]([C:20]([O:22][C:23]([CH3:24])([CH3:25])[CH3:26])=[O:21])[CH2:16][CH2:15]1. The yield is 0.760. (5) The reactants are [CH2:1]([NH:8][C@H:9]([C:12]([OH:14])=[O:13])[CH2:10][OH:11])[C:2]1[CH:7]=[CH:6][CH:5]=[CH:4][CH:3]=1.C(=O)([O-])[O-].[K+].[K+].Cl[CH2:22][C:23](Cl)=[O:24].[OH-].[Na+]. The catalyst is O.CCCCCCC.C1COCC1. The product is [CH2:1]([N:8]1[C:23](=[O:24])[CH2:22][O:11][CH2:10][CH:9]1[C:12]([OH:14])=[O:13])[C:2]1[CH:7]=[CH:6][CH:5]=[CH:4][CH:3]=1. The yield is 0.849. (6) The reactants are O[C:2]1[CH:3]=[C:4]([CH:9]=[CH:10][C:11]=1[C:12](=[N:14][OH:15])[CH3:13])[C:5]([O:7][CH3:8])=[O:6].C1(P(C2C=CC=CC=2)C2C=CC=CC=2)C=CC=CC=1. The catalyst is C1COCC1. The product is [CH3:13][C:12]1[C:11]2[CH:10]=[CH:9][C:4]([C:5]([O:7][CH3:8])=[O:6])=[CH:3][C:2]=2[O:15][N:14]=1. The yield is 0.550.